The task is: Regression. Given two drug SMILES strings and cell line genomic features, predict the synergy score measuring deviation from expected non-interaction effect.. This data is from Merck oncology drug combination screen with 23,052 pairs across 39 cell lines. (1) Drug 2: Cn1c(=O)n(-c2ccc(C(C)(C)C#N)cc2)c2c3cc(-c4cnc5ccccc5c4)ccc3ncc21. Drug 1: O=c1[nH]cc(F)c(=O)[nH]1. Synergy scores: synergy=13.0. Cell line: DLD1. (2) Drug 1: N.N.O=C(O)C1(C(=O)O)CCC1.[Pt]. Drug 2: COC1=C2CC(C)CC(OC)C(O)C(C)C=C(C)C(OC(N)=O)C(OC)C=CC=C(C)C(=O)NC(=CC1=O)C2=O. Cell line: SW620. Synergy scores: synergy=-24.4. (3) Drug 1: CC1(c2nc3c(C(N)=O)cccc3[nH]2)CCCN1. Drug 2: Cn1c(=O)n(-c2ccc(C(C)(C)C#N)cc2)c2c3cc(-c4cnc5ccccc5c4)ccc3ncc21. Cell line: NCIH23. Synergy scores: synergy=4.10. (4) Drug 1: CC(=O)OC1C(=O)C2(C)C(O)CC3OCC3(OC(C)=O)C2C(OC(=O)c2ccccc2)C2(O)CC(OC(=O)C(O)C(NC(=O)c3ccccc3)c3ccccc3)C(C)=C1C2(C)C. Drug 2: O=C(CCCCCCC(=O)Nc1ccccc1)NO. Cell line: HT29. Synergy scores: synergy=27.0. (5) Drug 1: CN(Cc1cnc2nc(N)nc(N)c2n1)c1ccc(C(=O)NC(CCC(=O)O)C(=O)O)cc1. Drug 2: O=C(NOCC(O)CO)c1ccc(F)c(F)c1Nc1ccc(I)cc1F. Cell line: ES2. Synergy scores: synergy=-11.4. (6) Drug 1: CC(C)CC(NC(=O)C(Cc1ccccc1)NC(=O)c1cnccn1)B(O)O. Drug 2: COC1=C2CC(C)CC(OC)C(O)C(C)C=C(C)C(OC(N)=O)C(OC)C=CC=C(C)C(=O)NC(=CC1=O)C2=O. Cell line: CAOV3. Synergy scores: synergy=-20.9. (7) Synergy scores: synergy=13.8. Drug 1: CN1C(=O)C=CC2(C)C3CCC4(C)C(NC(=O)OCC(F)(F)F)CCC4C3CCC12. Cell line: HT29. Drug 2: CCN(CC)CCNC(=O)c1c(C)[nH]c(C=C2C(=O)Nc3ccc(F)cc32)c1C.